From a dataset of Peptide-MHC class I binding affinity with 185,985 pairs from IEDB/IMGT. Regression. Given a peptide amino acid sequence and an MHC pseudo amino acid sequence, predict their binding affinity value. This is MHC class I binding data. (1) The peptide sequence is VPRVHNQPQ. The MHC is HLA-A31:01 with pseudo-sequence HLA-A31:01. The binding affinity (normalized) is 0.0847. (2) The peptide sequence is LLAMTFWPA. The MHC is HLA-B46:01 with pseudo-sequence HLA-B46:01. The binding affinity (normalized) is 0.0847. (3) The peptide sequence is AQFSPQYL. The MHC is Patr-A0701 with pseudo-sequence Patr-A0701. The binding affinity (normalized) is 0.0907. (4) The peptide sequence is KVSCTILAA. The MHC is HLA-A30:01 with pseudo-sequence HLA-A30:01. The binding affinity (normalized) is 0.610. (5) The peptide sequence is LAEYIRHRNT. The MHC is HLA-A68:02 with pseudo-sequence HLA-A68:02. The binding affinity (normalized) is 0. (6) The peptide sequence is EQGDIALAL. The MHC is HLA-A33:01 with pseudo-sequence HLA-A33:01. The binding affinity (normalized) is 0. (7) The peptide sequence is GQFDSMLAK. The MHC is HLA-A30:01 with pseudo-sequence HLA-A30:01. The binding affinity (normalized) is 0.659. (8) The peptide sequence is TQVYIAVNDK. The MHC is HLA-A11:01 with pseudo-sequence HLA-A11:01. The binding affinity (normalized) is 0.392.